From a dataset of Full USPTO retrosynthesis dataset with 1.9M reactions from patents (1976-2016). Predict the reactants needed to synthesize the given product. (1) Given the product [CH3:24][C:19]1([CH3:25])[C:20]([CH3:23])([CH3:22])[O:21][B:17]([C:2]2[CH:7]=[CH:6][C:5]([C:8]([OH:11])([CH3:10])[CH3:9])=[CH:4][CH:3]=2)[O:18]1, predict the reactants needed to synthesize it. The reactants are: Br[C:2]1[CH:7]=[CH:6][C:5]([C:8]([OH:11])([CH3:10])[CH3:9])=[CH:4][CH:3]=1.C([O-])(=O)C.[K+].[B:17]1([B:17]2[O:21][C:20]([CH3:23])([CH3:22])[C:19]([CH3:25])([CH3:24])[O:18]2)[O:21][C:20]([CH3:23])([CH3:22])[C:19]([CH3:25])([CH3:24])[O:18]1. (2) Given the product [NH:29]1[C:30]2[CH:31]=[C:23]([NH:22][C:4]3[C:5]4[CH:10]=[CH:9][N:8]([S:11]([C:14]5[CH:20]=[CH:19][C:17]([CH3:18])=[CH:16][CH:15]=5)(=[O:13])=[O:12])[C:6]=4[N:7]=[C:2]([Cl:1])[N:3]=3)[CH:24]=[CH:25][C:26]=2[N:34]=[CH:33]1, predict the reactants needed to synthesize it. The reactants are: [Cl:1][C:2]1[N:3]=[C:4](Cl)[C:5]2[CH:10]=[CH:9][N:8]([S:11]([C:14]3[CH:20]=[CH:19][C:17]([CH3:18])=[CH:16][CH:15]=3)(=[O:13])=[O:12])[C:6]=2[N:7]=1.[NH2:22][C:23]1[CH:31]=[C:30]2[C:26](C=N[NH:29]2)=[CH:25][CH:24]=1.C[CH2:33][N:34](C(C)C)C(C)C. (3) Given the product [Br:1][C:2]1[CH:7]=[C:6]([F:8])[C:5]([F:9])=[CH:4][C:3]=1[NH:10]/[N:11]=[C:13](/[CH3:15])\[C:12]([O:17][CH2:18][CH3:19])=[O:16], predict the reactants needed to synthesize it. The reactants are: [Br:1][C:2]1[CH:7]=[C:6]([F:8])[C:5]([F:9])=[CH:4][C:3]=1[NH:10][NH2:11].[C:12]([O:17][CH2:18][CH3:19])(=[O:16])[C:13]([CH3:15])=O. (4) Given the product [ClH:12].[F:1][CH2:2][S:3]([C:6]1[CH:11]=[CH:10][C:9]([NH:13][NH2:14])=[CH:8][CH:7]=1)(=[O:5])=[O:4], predict the reactants needed to synthesize it. The reactants are: [F:1][CH2:2][S:3]([C:6]1[CH:11]=[CH:10][C:9]([Cl:12])=[CH:8][CH:7]=1)(=[O:5])=[O:4].[NH2:13][NH2:14].O.Cl.CO. (5) Given the product [N:20]1[CH:25]=[CH:24][C:23]([CH2:26][N:4]2[CH2:3][CH2:2][N:1]([C:7]3[CH:8]=[CH:9][C:10]4[N:11]([C:13]([C:16]([F:17])([F:18])[F:19])=[N:14][N:15]=4)[N:12]=3)[CH2:6][CH2:5]2)=[CH:22][CH:21]=1, predict the reactants needed to synthesize it. The reactants are: [N:1]1([C:7]2[CH:8]=[CH:9][C:10]3[N:11]([C:13]([C:16]([F:19])([F:18])[F:17])=[N:14][N:15]=3)[N:12]=2)[CH2:6][CH2:5][NH:4][CH2:3][CH2:2]1.[N:20]1[CH:25]=[CH:24][C:23]([CH:26]=O)=[CH:22][CH:21]=1. (6) Given the product [CH2:1]([C@@H:4]1[CH2:9][C@H:8]([C:10]2[CH:15]=[CH:14][CH:13]=[C:12]([Cl:16])[CH:11]=2)[C@@H:7]([C:17]2[CH:22]=[CH:21][C:20]([Cl:23])=[CH:19][CH:18]=2)[N:6]([CH2:26][CH:27]2[CH2:31][CH2:30][CH2:29][CH2:28]2)[C:5]1=[O:24])[CH:2]=[CH2:3], predict the reactants needed to synthesize it. The reactants are: [CH2:1]([C@@H:4]1[CH2:9][C@H:8]([C:10]2[CH:15]=[CH:14][CH:13]=[C:12]([Cl:16])[CH:11]=2)[C@@H:7]([C:17]2[CH:22]=[CH:21][C:20]([Cl:23])=[CH:19][CH:18]=2)[NH:6][C:5]1=[O:24])[CH:2]=[CH2:3].Br[CH2:26][CH:27]1[CH2:31][CH2:30][CH2:29][CH2:28]1. (7) The reactants are: [CH2:1]([C:8]1[CH:9]=[N:10][C:11]2[C:16]([C:17]=1[C:18]1[CH:19]=[C:20]([NH2:24])[CH:21]=[CH:22][CH:23]=1)=[CH:15][CH:14]=[CH:13][C:12]=2[C:25]([F:28])([F:27])[F:26])[C:2]1[CH:7]=[CH:6][CH:5]=[CH:4][CH:3]=1.[N:29]1[C:38]2[C:33](=[CH:34][CH:35]=[CH:36][CH:37]=2)[CH:32]=[C:31]([CH:39]=O)[CH:30]=1. Given the product [CH2:1]([C:8]1[CH:9]=[N:10][C:11]2[C:16]([C:17]=1[C:18]1[CH:19]=[C:20]([NH:24][CH2:39][C:31]3[CH:30]=[N:29][C:38]4[C:33]([CH:32]=3)=[CH:34][CH:35]=[CH:36][CH:37]=4)[CH:21]=[CH:22][CH:23]=1)=[CH:15][CH:14]=[CH:13][C:12]=2[C:25]([F:28])([F:26])[F:27])[C:2]1[CH:3]=[CH:4][CH:5]=[CH:6][CH:7]=1, predict the reactants needed to synthesize it. (8) Given the product [Cl:1][C:2]1[CH:10]=[CH:9][C:5]2[S:6][C:7]([B:22]([OH:27])[OH:23])=[CH:8][C:4]=2[CH:3]=1, predict the reactants needed to synthesize it. The reactants are: [Cl:1][C:2]1[CH:10]=[CH:9][C:5]2[S:6][CH:7]=[CH:8][C:4]=2[CH:3]=1.[Li]CCCC.CCCCCC.[B:22](OC(C)C)([O:27]C(C)C)[O:23]C(C)C.Cl. (9) The reactants are: [Cl:1][C:2]1[C:10]([O:11][CH3:12])=[CH:9][C:8]([O:13][CH3:14])=[CH:7][C:3]=1C(O)=O.C([N:17]([CH2:20]C)CC)C.C1(P(N=[N+]=[N-])(C2C=CC=CC=2)=[O:29])C=CC=CC=1.[C:39]([OH:43])([CH3:42])([CH3:41])[CH3:40]. Given the product [Cl:1][C:2]1[C:10]([O:11][CH3:12])=[CH:9][C:8]([O:13][CH3:14])=[CH:7][C:3]=1[NH:17][C:20](=[O:29])[O:43][C:39]([CH3:42])([CH3:41])[CH3:40], predict the reactants needed to synthesize it. (10) Given the product [CH3:42][C:43]([CH3:48])([CH3:47])[C:44]([N:21]1[CH2:20][CH2:19][C:18]([C:24]2[CH:25]=[C:26]([OH:30])[CH:27]=[CH:28][CH:29]=2)([CH2:17][CH2:16][N:15]2[C@H:13]3[CH2:12][CH2:11][C@@H:10]2[CH2:9][CH:8]([N:7]2[C:6]4[CH:31]=[CH:32][CH:33]=[CH:34][C:5]=4[N:4]=[C:3]2[CH3:2])[CH2:14]3)[CH2:23][CH2:22]1)=[O:45], predict the reactants needed to synthesize it. The reactants are: Br.[CH3:2][C:3]1[N:7]([CH:8]2[CH2:14][CH:13]3[N:15]([CH2:16][CH2:17][C:18]4([C:24]5[CH:25]=[C:26]([OH:30])[CH:27]=[CH:28][CH:29]=5)[CH2:23][CH2:22][NH:21][CH2:20][CH2:19]4)[CH:10]([CH2:11][CH2:12]3)[CH2:9]2)[C:6]2[CH:31]=[CH:32][CH:33]=[CH:34][C:5]=2[N:4]=1.C(N(CC)CC)C.[CH3:42][C:43]([CH3:48])([CH3:47])[C:44](Cl)=[O:45].